This data is from Forward reaction prediction with 1.9M reactions from USPTO patents (1976-2016). The task is: Predict the product of the given reaction. (1) The product is: [OH:32][C@@H:31]([C:33]1[CH:38]=[CH:37][CH:36]=[CH:35][CH:34]=1)[C:30]([N:1]([C:2]1[CH:3]=[C:4]2[C:9](=[CH:10][CH:11]=1)[O:8][CH2:7][CH2:6][C@@H:5]2[OH:12])[CH2:22][CH2:21][C:18]1[CH:19]=[N:20][C:15]([C:14]([F:25])([F:24])[F:13])=[CH:16][CH:17]=1)=[O:29]. Given the reactants [NH2:1][C:2]1[CH:3]=[C:4]2[C:9](=[CH:10][CH:11]=1)[O:8][CH2:7][CH2:6][CH:5]2[OH:12].[F:13][C:14]([F:25])([F:24])[C:15]1[N:20]=[CH:19][C:18]([CH2:21][C:22]#N)=[CH:17][CH:16]=1.C([O:29][C:30](=O)[C@H:31]([C:33]1[CH:38]=[CH:37][CH:36]=[CH:35][CH:34]=1)[OH:32])(=O)C, predict the reaction product. (2) Given the reactants [C:1]([O:5][C:6](=[O:22])[NH:7][C:8]1[CH:13]=[C:12]([O:14][CH2:15][C:16]([F:19])([F:18])[F:17])[C:11]([Cl:20])=[CH:10][C:9]=1[NH2:21])([CH3:4])([CH3:3])[CH3:2].C([O:27][C:28](=O)[CH2:29][C:30]([C:32]1[CH:37]=[CH:36][CH:35]=[C:34]([C:38]2[CH:43]=[CH:42][N:41]=[C:40]([C:44]#[N:45])[CH:39]=2)[CH:33]=1)=[O:31])(C)(C)C, predict the reaction product. The product is: [C:1]([O:5][C:6](=[O:22])[NH:7][C:8]1[CH:13]=[C:12]([O:14][CH2:15][C:16]([F:19])([F:17])[F:18])[C:11]([Cl:20])=[CH:10][C:9]=1[NH:21][C:28](=[O:27])[CH2:29][C:30]([C:32]1[CH:37]=[CH:36][CH:35]=[C:34]([C:38]2[CH:43]=[CH:42][N:41]=[C:40]([C:44]#[N:45])[CH:39]=2)[CH:33]=1)=[O:31])([CH3:4])([CH3:2])[CH3:3]. (3) The product is: [CH2:33]([O:32][CH:19]([O:18][CH2:16][CH3:17])[CH2:20][CH2:21][CH2:22][NH:23][C:13]([N:10]1[CH2:11][CH2:12][N:7]([C:1]2[CH:6]=[CH:5][CH:4]=[CH:3][CH:2]=2)[CH2:8][CH2:9]1)=[O:14])[CH3:34]. Given the reactants [C:1]1([N:7]2[CH2:12][CH2:11][N:10]([C:13](Cl)=[O:14])[CH2:9][CH2:8]2)[CH:6]=[CH:5][CH:4]=[CH:3][CH:2]=1.[CH2:16]([O:18][CH:19]([O:32][CH2:33][CH3:34])[CH2:20][CH2:21][CH2:22][NH:23]C(C1CCCCC1)=O)[CH3:17], predict the reaction product. (4) Given the reactants [CH3:1][C:2]1[N:7]=[C:6]([C:8]2[CH:13]=[CH:12][CH:11]=[C:10]([C:14]3[CH:15]=[C:16]([S:20](Cl)(=[O:22])=[O:21])[CH:17]=[CH:18][CH:19]=3)[N:9]=2)[CH:5]=[C:4]([C:24]2[CH:29]=[CH:28][C:27]([C:30]([F:33])([F:32])[F:31])=[CH:26][CH:25]=2)[CH:3]=1.[NH2:34][CH:35]1[CH2:40][CH2:39][O:38][CH2:37][CH2:36]1, predict the reaction product. The product is: [CH3:1][C:2]1[N:7]=[C:6]([C:8]2[CH:13]=[CH:12][CH:11]=[C:10]([C:14]3[CH:15]=[C:16]([S:20]([NH:34][CH:35]4[CH2:40][CH2:39][O:38][CH2:37][CH2:36]4)(=[O:22])=[O:21])[CH:17]=[CH:18][CH:19]=3)[N:9]=2)[CH:5]=[C:4]([C:24]2[CH:29]=[CH:28][C:27]([C:30]([F:33])([F:32])[F:31])=[CH:26][CH:25]=2)[CH:3]=1. (5) Given the reactants [N:1]1[N:5]2[CH:6]=[CH:7][C:8]([OH:10])=[N:9][C:4]2=[CH:3][CH:2]=1.[Br:11]N1C(=O)CCC1=O, predict the reaction product. The product is: [Br:11][C:3]1[CH:2]=[N:1][N:5]2[CH:6]=[CH:7][C:8]([OH:10])=[N:9][C:4]=12. (6) Given the reactants I([O-])(=O)(=O)=O.[Na+].C([O-])(=O)C.[NH4+].[Cl:12][C:13]1[CH:14]=[C:15]([CH2:28][C:29]([O:31][CH3:32])=[O:30])[CH:16]=[CH:17][C:18]=1[B:19]1[O:23]C(C)(C)C(C)(C)[O:20]1, predict the reaction product. The product is: [Cl:12][C:13]1[CH:14]=[C:15]([CH2:28][C:29]([O:31][CH3:32])=[O:30])[CH:16]=[CH:17][C:18]=1[B:19]([OH:20])[OH:23].